This data is from Forward reaction prediction with 1.9M reactions from USPTO patents (1976-2016). The task is: Predict the product of the given reaction. Given the reactants C([O:3][C:4](=[O:18])[C:5]([CH:12]1[CH2:17][CH2:16][CH2:15][CH2:14][CH2:13]1)([OH:11])[C:6]1[S:7][CH:8]=[CH:9][CH:10]=1)C.[OH-].[Na+], predict the reaction product. The product is: [CH:12]1([C:5]([OH:11])([C:6]2[S:7][CH:8]=[CH:9][CH:10]=2)[C:4]([OH:18])=[O:3])[CH2:17][CH2:16][CH2:15][CH2:14][CH2:13]1.